Dataset: Reaction yield outcomes from USPTO patents with 853,638 reactions. Task: Predict the reaction yield, written as a fraction of the theoretical maximum amount of product (1.0 means a 100% yield; for example, 0.34 means a 34% yield). (1) The reactants are C([O:3][C:4]([C:6]1[C:7]([CH2:14][F:15])=[N:8][N:9]([CH3:13])[C:10]=1[CH2:11][F:12])=[O:5])C.[OH-].[Na+]. The catalyst is C(O)C. The product is [CH3:13][N:9]1[C:10]([CH2:11][F:12])=[C:6]([C:4]([OH:5])=[O:3])[C:7]([CH2:14][F:15])=[N:8]1. The yield is 0.970. (2) The reactants are [CH:1]([O:4][C:5]1[CH:14]=[C:13]([C:15]([F:18])([F:17])[F:16])[C:12]2[C:7](=[CH:8][CH:9]=[C:10]3[NH:22][C@H:21]([C:23]4[CH:28]=[CH:27][CH:26]=[CH:25][CH:24]=4)[CH2:20][O:19][C:11]3=2)[N:6]=1)([CH3:3])[CH3:2].[BH4-].[Na+]. The catalyst is C(O)(C(F)(F)F)=O. The product is [CH:1]([O:4][C:5]1[CH:14]=[C:13]([C:15]([F:17])([F:16])[F:18])[C:12]2[C:7](=[CH:8][CH:9]=[C:10]3[N:22]([CH2:13][C:15]([F:18])([F:17])[F:16])[C@H:21]([C:23]4[CH:28]=[CH:27][CH:26]=[CH:25][CH:24]=4)[CH2:20][O:19][C:11]3=2)[N:6]=1)([CH3:3])[CH3:2]. The yield is 0.850. (3) The reactants are [CH:1]1([NH2:6])[CH2:5][CH2:4][CH2:3][CH2:2]1.OC1C=CC=CN=1.[C:14]([O:18][C:19](=[O:48])[NH:20][C@H:21]([C@@H:39]1[CH2:43][C@@H:42]([CH:44]([CH3:46])[CH3:45])[C:41](=[O:47])[O:40]1)[CH2:22][N:23]1[CH2:28][C:27](=[O:29])[N:26]([C:30]2[CH:35]=[CH:34][CH:33]=[CH:32][C:31]=2[Cl:36])[CH2:25][C:24]1([CH3:38])[CH3:37])([CH3:17])([CH3:16])[CH3:15]. The catalyst is O. The product is [C:14]([O:18][C:19](=[O:48])[NH:20][C@@H:21]([CH2:22][N:23]1[CH2:28][C:27](=[O:29])[N:26]([C:30]2[CH:35]=[CH:34][CH:33]=[CH:32][C:31]=2[Cl:36])[CH2:25][C:24]1([CH3:37])[CH3:38])[C@@H:39]([OH:40])[CH2:43][C@H:42]([C:41](=[O:47])[NH:6][CH:1]1[CH2:5][CH2:4][CH2:3][CH2:2]1)[CH:44]([CH3:46])[CH3:45])([CH3:15])([CH3:16])[CH3:17]. The yield is 0.830.